From a dataset of Forward reaction prediction with 1.9M reactions from USPTO patents (1976-2016). Predict the product of the given reaction. (1) The product is: [ClH:38].[NH2:7][C:8]([CH2:9][CH2:10][C:11]1[CH:16]=[CH:15][C:14]([O:17][CH2:18][CH2:19][CH2:20][C:21]2[CH:26]=[CH:25][CH:24]=[C:23]([C:27]#[N:28])[CH:22]=2)=[C:13]([C:29]([F:30])([F:31])[F:32])[CH:12]=1)([CH2:35][OH:36])[CH2:33][OH:34]. Given the reactants C(OC(=O)[NH:7][C:8]([CH2:35][OH:36])([CH2:33][OH:34])[CH2:9][CH2:10][C:11]1[CH:16]=[CH:15][C:14]([O:17][CH2:18][CH2:19][CH2:20][C:21]2[CH:26]=[CH:25][CH:24]=[C:23]([C:27]#[N:28])[CH:22]=2)=[C:13]([C:29]([F:32])([F:31])[F:30])[CH:12]=1)(C)(C)C.[ClH:38].O1CCOCC1, predict the reaction product. (2) Given the reactants I(C1C=CC=CC=1C(O)=O)(=O)=[O:2].COC(=O)C[CH:17]1[CH2:20][CH:19]([C:21]2[CH:26]=[CH:25][CH:24]=[C:23]([CH:27]([OH:40])[CH:28]([C:30]3[CH:35]=[CH:34][C:33]([O:36][CH:37]([F:39])[F:38])=[CH:32][CH:31]=3)[OH:29])[CH:22]=2)[CH2:18]1, predict the reaction product. The product is: [F:39][CH:37]([F:38])[O:36][C:33]1[CH:34]=[CH:35][C:30]([C:28](=[O:29])[C:27]([C:23]2[CH:24]=[CH:25][CH:26]=[C:21]([CH:19]3[CH2:18][C:17](=[O:2])[CH2:20]3)[CH:22]=2)=[O:40])=[CH:31][CH:32]=1. (3) Given the reactants [F:1][C:2]1[CH:7]=[CH:6][C:5]([NH:8][C:9]([C:11]2([C:14]([O:16]CC)=[O:15])[CH2:13][CH2:12]2)=[O:10])=[CH:4][CH:3]=1.[OH-].[K+], predict the reaction product. The product is: [F:1][C:2]1[CH:3]=[CH:4][C:5]([NH:8][C:9]([C:11]2([C:14]([OH:16])=[O:15])[CH2:12][CH2:13]2)=[O:10])=[CH:6][CH:7]=1. (4) Given the reactants [C:1]([C:6]1[CH:26]=[CH:25][C:9]([O:10][CH:11]([CH2:17][CH2:18][CH2:19][CH2:20][CH2:21][CH2:22][CH2:23][CH3:24])[C:12]([O:14]CC)=[O:13])=[CH:8][CH:7]=1)(=[O:5])[CH2:2][CH2:3][CH3:4].[OH-].[Li+], predict the reaction product. The product is: [C:1]([C:6]1[CH:26]=[CH:25][C:9]([O:10][CH:11]([CH2:17][CH2:18][CH2:19][CH2:20][CH2:21][CH2:22][CH2:23][CH3:24])[C:12]([OH:14])=[O:13])=[CH:8][CH:7]=1)(=[O:5])[CH2:2][CH2:3][CH3:4]. (5) Given the reactants [F:1][C:2]1[CH:3]=[C:4]([C@H:9]2[NH:14][C:13](=[O:15])[CH2:12][O:11][CH2:10]2)[CH:5]=[C:6]([F:8])[CH:7]=1.[C:16](O[C:16]([O:18][C:19]([CH3:22])([CH3:21])[CH3:20])=[O:17])([O:18][C:19]([CH3:22])([CH3:21])[CH3:20])=[O:17], predict the reaction product. The product is: [F:8][C:6]1[CH:5]=[C:4]([C@@H:9]2[CH2:10][O:11][CH2:12][C:13](=[O:15])[N:14]2[C:16]([O:18][C:19]([CH3:22])([CH3:21])[CH3:20])=[O:17])[CH:3]=[C:2]([F:1])[CH:7]=1.